The task is: Predict the reactants needed to synthesize the given product.. This data is from Full USPTO retrosynthesis dataset with 1.9M reactions from patents (1976-2016). (1) Given the product [F:27][CH:2]([F:1])[C:3]1[CH:4]=[CH:5][C:6]([F:26])=[C:7]([C:9]2[CH:14]=[CH:13][C:12]([CH2:15][OH:16])=[CH:11][C:10]=2[C:19]2[C:23]([CH3:24])([CH3:25])[CH2:22][CH2:21][CH:20]=2)[CH:8]=1, predict the reactants needed to synthesize it. The reactants are: [F:1][CH:2]([F:27])[C:3]1[CH:4]=[CH:5][C:6]([F:26])=[C:7]([C:9]2[CH:14]=[CH:13][C:12]([C:15](OC)=[O:16])=[CH:11][C:10]=2[C:19]2[C:23]([CH3:25])([CH3:24])[CH2:22][CH2:21][CH:20]=2)[CH:8]=1.[H-].[H-].[H-].[H-].[Li+].[Al+3].[OH-].[Na+]. (2) The reactants are: [Br:1][C:2]1[CH:3]=[C:4]([NH2:11])[C:5]([NH:8][CH2:9][CH3:10])=[N:6][CH:7]=1.[CH3:12][O:13][C:14]1[CH:19]=[CH:18][C:17]([S:20](Cl)(=[O:22])=[O:21])=[CH:16][CH:15]=1. Given the product [Br:1][C:2]1[CH:3]=[C:4]([NH:11][S:20]([C:17]2[CH:16]=[CH:15][C:14]([O:13][CH3:12])=[CH:19][CH:18]=2)(=[O:22])=[O:21])[C:5]([NH:8][CH2:9][CH3:10])=[N:6][CH:7]=1, predict the reactants needed to synthesize it. (3) Given the product [CH3:31][N:32]([CH2:29][C:19]1[C:20]2[CH:21]=[C:12]3[CH2:11][N:10]4[C:23](=[CH:24][C:25]5[C:3]([CH2:1][CH3:2])([OH:28])[CH2:4][C:5](=[O:27])[O:6][CH2:7][C:8]=5[C:9]4=[O:26])[C:13]3=[N:14][C:15]=2[CH:16]=[CH:17][C:18]=1[OH:22])[CH3:33], predict the reactants needed to synthesize it. The reactants are: [CH2:1]([C:3]1([OH:28])[C:25]2[CH:24]=[C:23]3[N:10]([CH2:11][C:12]4[C:13]3=[N:14][C:15]3[CH:16]=[CH:17][C:18]([OH:22])=[CH:19][C:20]=3[CH:21]=4)[C:9](=[O:26])[C:8]=2[CH2:7][O:6][C:5](=[O:27])[CH2:4]1)[CH3:2].[CH2:29]=O.[CH3:31][NH:32][CH3:33]. (4) Given the product [Br:1][C:2]1[CH:3]=[CH:4][C:5]([CH:8]([CH3:15])[C:9]([O:11][CH2:12][CH3:13])=[O:10])=[CH:6][CH:7]=1, predict the reactants needed to synthesize it. The reactants are: [Br:1][C:2]1[CH:7]=[CH:6][C:5]([CH2:8][C:9]([O:11][CH2:12][CH3:13])=[O:10])=[CH:4][CH:3]=1.[Li+].[CH3:15]C([N-]C(C)C)C.IC. (5) Given the product [F:1][C:2]1[CH:9]=[C:8]([S:10][CH3:11])[CH:7]=[CH:6][C:3]=1[CH2:4][N:5]1[C:15](=[O:16])[C:14]2[C:13](=[CH:21][CH:20]=[CH:19][CH:18]=2)[C:12]1=[O:17], predict the reactants needed to synthesize it. The reactants are: [F:1][C:2]1[CH:9]=[C:8]([S:10][CH3:11])[CH:7]=[CH:6][C:3]=1[CH2:4][NH2:5].[C:12]1(=O)[O:17][C:15](=[O:16])[C:14]2=[CH:18][CH:19]=[CH:20][CH:21]=[C:13]12. (6) Given the product [C:14]([C:9]1[C:8]([O:7][CH2:6][C:4]([O:3][CH2:1][CH3:2])=[O:5])=[CH:13][CH:12]=[CH:11][N:10]=1)#[N:16], predict the reactants needed to synthesize it. The reactants are: [CH2:1]([O:3][C:4]([CH2:6][O:7][C:8]1[C:9]([C:14]([NH2:16])=O)=[N:10][CH:11]=[CH:12][CH:13]=1)=[O:5])[CH3:2].C(N(CC)CC)C.FC(F)(F)C(OC(=O)C(F)(F)F)=O.O.